Task: Predict the product of the given reaction.. Dataset: Forward reaction prediction with 1.9M reactions from USPTO patents (1976-2016) (1) Given the reactants [CH:1]([O:4][C:5]1[CH:10]=[C:9]([CH:11]2[CH2:16][CH2:15][NH:14][CH2:13][CH2:12]2)[C:8]([CH3:17])=[CH:7][C:6]=1[NH:18][C:19]1[N:24]=[C:23]2[NH:25][N:26]=[CH:27][C:22]2=[C:21]([NH:28][C:29]2[CH:34]=[CH:33][CH:32]=[CH:31][C:30]=2[S:35]([CH:38]([CH3:40])[CH3:39])(=[O:37])=[O:36])[N:20]=1)([CH3:3])[CH3:2].Cl.[CH3:42][N:43]([CH3:48])[CH2:44][C:45](Cl)=[O:46].C(N(CC)CC)C, predict the reaction product. The product is: [CH3:42][N:43]([CH3:48])[CH2:44][C:45]([N:14]1[CH2:15][CH2:16][CH:11]([C:9]2[CH:10]=[C:5]([O:4][CH:1]([CH3:3])[CH3:2])[C:6]([NH:18][C:19]3[N:24]=[C:23]4[NH:25][N:26]=[CH:27][C:22]4=[C:21]([NH:28][C:29]4[CH:34]=[CH:33][CH:32]=[CH:31][C:30]=4[S:35]([CH:38]([CH3:40])[CH3:39])(=[O:36])=[O:37])[N:20]=3)=[CH:7][C:8]=2[CH3:17])[CH2:12][CH2:13]1)=[O:46]. (2) Given the reactants C(O[CH:4](OCC)[CH:5]1[C:14]2([CH2:19][CH2:18][N:17](C(OC(C)(C)C)=O)[CH2:16][CH2:15]2)[O:13][C:12]2[C:7](=[CH:8][C:9]([F:27])=[CH:10][CH:11]=2)[C:6]1=O)C.[ClH:32].[NH2:33][N:34](C)[C:35](=O)OC(C)(C)C, predict the reaction product. The product is: [ClH:32].[F:27][C:9]1[CH:10]=[CH:11][C:12]2[O:13][C:14]3([C:5]4[CH:4]=[N:33][N:34]([CH3:35])[C:6]=4[C:7]=2[CH:8]=1)[CH2:19][CH2:18][NH:17][CH2:16][CH2:15]3. (3) The product is: [N:1]1[CH:6]=[CH:5][CH:4]=[C:3]([NH:7][C:8]([C:10]2[CH:11]=[C:12]3[C:16](=[CH:17][CH:18]=2)[NH:15][C:14]2[C:19](=[O:25])[NH:20][CH2:21][CH2:22][C:23](=[N:27][NH:26][C:28]4[CH:33]=[CH:32][CH:31]=[CH:30][N:29]=4)[C:13]3=2)=[O:9])[CH:2]=1. Given the reactants [N:1]1[CH:6]=[CH:5][CH:4]=[C:3]([NH:7][C:8]([C:10]2[CH:11]=[C:12]3[C:16](=[CH:17][CH:18]=2)[NH:15][C:14]2[C:19](=[O:25])[NH:20][CH2:21][CH2:22][C:23](=O)[C:13]3=2)=[O:9])[CH:2]=1.[NH:26]([C:28]1[CH:33]=[CH:32][CH:31]=[CH:30][N:29]=1)[NH2:27], predict the reaction product. (4) Given the reactants [Br:1][C:2]1[CH:3]=[C:4]([C:8]([CH3:12])([CH3:11])[CH2:9][OH:10])[CH:5]=[CH:6][CH:7]=1.N1C=CN=C1.[Si:18](Cl)([C:21]([CH3:24])([CH3:23])[CH3:22])([CH3:20])[CH3:19], predict the reaction product. The product is: [Br:1][C:2]1[CH:3]=[C:4]([C:8]([CH3:12])([CH3:11])[CH2:9][O:10][Si:18]([C:21]([CH3:24])([CH3:23])[CH3:22])([CH3:20])[CH3:19])[CH:5]=[CH:6][CH:7]=1.